This data is from Peptide-MHC class I binding affinity with 185,985 pairs from IEDB/IMGT. The task is: Regression. Given a peptide amino acid sequence and an MHC pseudo amino acid sequence, predict their binding affinity value. This is MHC class I binding data. (1) The peptide sequence is TPSHYSGNI. The MHC is HLA-B46:01 with pseudo-sequence HLA-B46:01. The binding affinity (normalized) is 0.0847. (2) The peptide sequence is MSDWGHITV. The MHC is HLA-A02:16 with pseudo-sequence HLA-A02:16. The binding affinity (normalized) is 0.689.